Dataset: Full USPTO retrosynthesis dataset with 1.9M reactions from patents (1976-2016). Task: Predict the reactants needed to synthesize the given product. (1) Given the product [C:1]1([C:7]2[CH:8]=[CH:9][C:10]([O:13][C:20]3[C:21]4[C:22](=[O:14])[C:16]5[C:21](=[C:20]([O:13][C:10]6[CH:9]=[CH:8][C:7]([C:1]7[CH:6]=[CH:5][CH:4]=[CH:3][CH:2]=7)=[CH:12][CH:11]=6)[CH:19]=[CH:18][CH:17]=5)[C:22](=[O:14])[C:16]=4[CH:17]=[CH:18][CH:19]=3)=[CH:11][CH:12]=2)[CH:2]=[CH:3][CH:4]=[CH:5][CH:6]=1, predict the reactants needed to synthesize it. The reactants are: [C:1]1([C:7]2[CH:12]=[CH:11][C:10]([OH:13])=[CH:9][CH:8]=2)[CH:6]=[CH:5][CH:4]=[CH:3][CH:2]=1.[OH-:14].[K+].[C:16]1([CH3:22])[CH:21]=[CH:20][CH:19]=[CH:18][CH:17]=1. (2) Given the product [NH2:12][C:8]1[CH:7]=[C:6]([C:5]#[C:4][C:2]([CH3:3])([OH:15])[CH3:1])[CH:11]=[CH:10][CH:9]=1, predict the reactants needed to synthesize it. The reactants are: [CH3:1][C:2]([OH:15])([C:4]#[C:5][C:6]1[CH:11]=[CH:10][CH:9]=[C:8]([N+:12]([O-])=O)[CH:7]=1)[CH3:3].[H][H]. (3) Given the product [NH2:31][C:32]1[C:37]([Cl:38])=[CH:36][C:35]([S:39]([NH:8][C@@H:9]([C:18]([N:21]2[C@H:30]3[C@@H:25]([CH2:26][CH2:27][CH2:28][CH2:29]3)[CH2:24][CH2:23][CH2:22]2)=[O:20])[CH2:10][CH2:11][C:12]2[CH:13]=[CH:14][CH:15]=[CH:16][CH:17]=2)(=[O:41])=[O:40])=[CH:34][C:33]=1[Cl:43], predict the reactants needed to synthesize it. The reactants are: C([NH:8][C@@H:9]([C:18]([OH:20])=O)[CH2:10][CH2:11][C:12]1[CH:17]=[CH:16][CH:15]=[CH:14][CH:13]=1)(OC(C)(C)C)=O.[NH:21]1[C@H:30]2[C@@H:25]([CH2:26][CH2:27][CH2:28][CH2:29]2)[CH2:24][CH2:23][CH2:22]1.[NH2:31][C:32]1[C:37]([Cl:38])=[CH:36][C:35]([S:39](Cl)(=[O:41])=[O:40])=[CH:34][C:33]=1[Cl:43]. (4) Given the product [Cl:1][C:2]1[C:3]([C:23]2[S:27][C:26]([C:28]3([OH:32])[CH2:31][CH2:30][CH2:29]3)=[N:25][CH:24]=2)=[C:4]2[CH:10]=[C:9]([C:11]3[CH:16]=[CH:15][C:14]([O:17][CH:18]4[CH2:22][CH2:21][O:20][CH2:19]4)=[CH:13][CH:12]=3)[NH:8][C:5]2=[N:6][CH:7]=1, predict the reactants needed to synthesize it. The reactants are: [Cl:1][C:2]1[C:3]([C:23]2[S:27][C:26]([C:28]3([O:32]COC)[CH2:31][CH2:30][CH2:29]3)=[N:25][CH:24]=2)=[C:4]2[CH:10]=[C:9]([C:11]3[CH:16]=[CH:15][C:14]([O:17][CH:18]4[CH2:22][CH2:21][O:20][CH2:19]4)=[CH:13][CH:12]=3)[NH:8][C:5]2=[N:6][CH:7]=1.ClC1C(C2SC(C3(OCOC)CCC3)=NC=2)=C2C=C(C3N=C(C4CCCN(C(OC(C)(C)C)=O)C4)ON=3)NC2=NC=1. (5) The reactants are: [CH2:1]([O:16][C:17]1[CH:24]=[CH:23][C:20]([CH:21]=O)=[CH:19][CH:18]=1)[CH2:2][CH2:3][CH2:4][CH2:5][CH2:6][CH2:7][CH2:8][CH2:9][CH2:10][CH2:11][CH2:12][CH2:13][CH2:14][CH3:15].C1C=CC([P+](C2C=CC=CC=2)(C2C=CC=CC=2)[CH2:32][C:33]2[CH:38]=[CH:37][C:36]([CH2:39][P+](C3C=CC=CC=3)(C3C=CC=CC=3)C3C=CC=CC=3)=[CH:35][CH:34]=2)=CC=1.[Br-].[Br-]. Given the product [CH2:1]([O:16][C:17]1[CH:24]=[CH:23][C:20]([CH:21]=[CH:39][C:36]2[CH:35]=[CH:34][C:33]([CH:32]=[CH:21][C:20]3[CH:23]=[CH:24][C:17]([O:16][CH2:1][CH2:2][CH2:3][CH2:4][CH2:5][CH2:6][CH2:7][CH2:8][CH2:9][CH2:10][CH2:11][CH2:12][CH2:13][CH2:14][CH3:15])=[CH:18][CH:19]=3)=[CH:38][CH:37]=2)=[CH:19][CH:18]=1)[CH2:2][CH2:3][CH2:4][CH2:5][CH2:6][CH2:7][CH2:8][CH2:9][CH2:10][CH2:11][CH2:12][CH2:13][CH2:14][CH3:15], predict the reactants needed to synthesize it. (6) Given the product [Cl:27][C:24]1[CH:23]=[CH:22][C:21]([CH:12]([C:14]2[CH:19]=[CH:18][C:17]([Cl:20])=[CH:16][CH:15]=2)[C:9]2[CH:10]=[C:11]3[C:6](=[C:7]([O:28][CH3:29])[CH:8]=2)[N:5]=[CH:4][CH:3]=[C:2]3[Br:1])=[CH:26][CH:25]=1, predict the reactants needed to synthesize it. The reactants are: [Br:1][C:2]1[C:11]2[C:6](=[C:7]([O:28][CH3:29])[CH:8]=[C:9]([C:12]([C:21]3[CH:26]=[CH:25][C:24]([Cl:27])=[CH:23][CH:22]=3)([C:14]3[CH:19]=[CH:18][C:17]([Cl:20])=[CH:16][CH:15]=3)O)[CH:10]=2)[N:5]=[CH:4][CH:3]=1.C([SiH](CC)CC)C.FC(F)(F)C(O)=O. (7) Given the product [Cl:1][C:2]1[CH:3]=[CH:4][C:5]([N:8]2[C:12]([CH2:13][OH:14])=[CH:11][CH:10]=[N:9]2)=[CH:6][CH:7]=1, predict the reactants needed to synthesize it. The reactants are: [Cl:1][C:2]1[CH:7]=[CH:6][C:5]([N:8]2[C:12]([C:13](OCC)=[O:14])=[CH:11][CH:10]=[N:9]2)=[CH:4][CH:3]=1.[H-].[Al+3].[Li+].[H-].[H-].[H-].